This data is from Catalyst prediction with 721,799 reactions and 888 catalyst types from USPTO. The task is: Predict which catalyst facilitates the given reaction. (1) Reactant: [NH2:1][C:2]1[C:7]2[N:8]=[C:9]([C:11]([F:14])([F:13])[F:12])[O:10][C:6]=2[CH:5]=[CH:4][CH:3]=1.[C:15]1(=O)[O:20][C:18](=[O:19])[CH:17]=[CH:16]1. Product: [F:12][C:11]([F:14])([F:13])[C:9]1[O:10][C:6]2[CH:5]=[CH:4][CH:3]=[C:2]([N:1]3[C:18](=[O:19])[CH:17]=[CH:16][C:15]3=[O:20])[C:7]=2[N:8]=1. The catalyst class is: 15. (2) Reactant: OS(O)(=O)=O.[OH:6]O.C[O:9][C:10]1[C:11]2([CH2:31][OH:32])[O:27][C:25]3=[C:26]4[C:12]52[C:17](=[CH:18][CH:19]=1)[CH:16]([CH2:20][C:21]4=[CH:22][CH:23]=[C:24]3[O:28][CH3:29])[N:15]([CH3:30])[CH2:14][CH2:13]5.N. Product: [OH:6][C:17]12[CH:16]3[CH2:20][C:21]4[C:26]5[C:12]1([CH2:13][CH2:14][N:15]3[CH3:30])[C:11]([CH2:31][OH:32])([O:27][C:25]=5[C:24]([O:28][CH3:29])=[CH:23][CH:22]=4)[C:10](=[O:9])[CH:19]=[CH:18]2. The catalyst class is: 106. (3) Reactant: [CH3:1][O:2][C:3](=[O:12])[CH2:4][C:5]1[CH:6]=[N:7][CH:8]=[C:9](Br)[CH:10]=1.[F:13][C:14]1[CH:19]=[CH:18][CH:17]=[CH:16][C:15]=1[C:20]1[CH:25]=[CH:24][C:23]([O:26][CH2:27][C:28]2[CH:33]=[CH:32][C:31](B3OC(C)(C)C(C)(C)O3)=[CH:30][CH:29]=2)=[CH:22][C:21]=1[C:43]([F:46])([F:45])[F:44].C1(P(C2CCCCC2)C2C=CC=CC=2C2C=CC=CC=2)CCCCC1.[F-].[K+]. Product: [CH3:1][O:2][C:3](=[O:12])[CH2:4][C:5]1[CH:6]=[N:7][CH:8]=[C:9]([C:31]2[CH:30]=[CH:29][C:28]([CH2:27][O:26][C:23]3[CH:24]=[CH:25][C:20]([C:15]4[CH:16]=[CH:17][CH:18]=[CH:19][C:14]=4[F:13])=[C:21]([C:43]([F:46])([F:44])[F:45])[CH:22]=3)=[CH:33][CH:32]=2)[CH:10]=1. The catalyst class is: 584.